Dataset: NCI-60 drug combinations with 297,098 pairs across 59 cell lines. Task: Regression. Given two drug SMILES strings and cell line genomic features, predict the synergy score measuring deviation from expected non-interaction effect. Drug 1: COC1=CC(=CC(=C1O)OC)C2C3C(COC3=O)C(C4=CC5=C(C=C24)OCO5)OC6C(C(C7C(O6)COC(O7)C8=CC=CS8)O)O. Drug 2: CC1=C(C(CCC1)(C)C)C=CC(=CC=CC(=CC(=O)O)C)C. Cell line: SK-MEL-28. Synergy scores: CSS=6.68, Synergy_ZIP=-0.0691, Synergy_Bliss=4.46, Synergy_Loewe=-15.7, Synergy_HSA=1.58.